Predict the reactants needed to synthesize the given product. From a dataset of Full USPTO retrosynthesis dataset with 1.9M reactions from patents (1976-2016). (1) Given the product [CH3:46][S:43]([C:40]1[CH:41]=[CH:42][C:37]([CH:35]([N:7]2[C:8]3=[N:9][CH:10]=[CH:11][CH:12]=[C:13]3[C:5]([CH2:4][C:3]([OH:2])=[O:15])=[C:6]2[CH3:14])[CH3:36])=[CH:38][CH:39]=1)(=[O:44])=[O:45], predict the reactants needed to synthesize it. The reactants are: C[O:2][C:3](=[O:15])[CH2:4][C:5]1[C:13]2[C:8](=[N:9][CH:10]=[CH:11][CH:12]=2)[NH:7][C:6]=1[CH3:14].CCN(P1(N(C)CCCN1C)=NC(C)(C)C)CC.Br[CH:35]([C:37]1[CH:42]=[CH:41][C:40]([S:43]([CH3:46])(=[O:45])=[O:44])=[CH:39][CH:38]=1)[CH3:36].[I-].[Na+]. (2) Given the product [Br:1][C:2]1[CH:7]=[C:6]([CH:8]([CH3:10])[CH3:9])[CH:5]=[CH:4][C:3]=1[NH:11][C:12]1[C:13]([NH2:18])=[CH:14][CH:15]=[CH:16][CH:17]=1, predict the reactants needed to synthesize it. The reactants are: [Br:1][C:2]1[CH:7]=[C:6]([CH:8]([CH3:10])[CH3:9])[CH:5]=[CH:4][C:3]=1[NH:11][C:12]1[CH:17]=[CH:16][CH:15]=[CH:14][C:13]=1[N+:18]([O-])=O.[NH4+].[OH-].[O-]S(S([O-])=O)=O.[Na+].[Na+]. (3) Given the product [CH:37]1([C@H:5]2[C@H:6]([CH3:36])[C@@H:7]([NH:27][C:28]3[CH:33]=[CH:32][CH:31]=[C:30]([OH:34])[N:29]=3)[C:8]3[C:13](=[CH:12][CH:11]=[C:10]([C:14]4[CH2:19][CH2:18][NH:17][CH2:16][CH:15]=4)[CH:9]=3)[N:4]2[C:1](=[O:3])[CH3:2])[CH2:39][CH2:38]1, predict the reactants needed to synthesize it. The reactants are: [C:1]([N:4]1[C:13]2[C:8](=[CH:9][C:10]([C:14]3[CH2:19][CH2:18][N:17](C(OC(C)(C)C)=O)[CH2:16][CH:15]=3)=[CH:11][CH:12]=2)[C@H:7]([NH:27][C:28]2[CH:33]=[CH:32][CH:31]=[C:30]([O:34]C)[N:29]=2)[C@@H:6]([CH3:36])[C@@H:5]1[CH:37]1[CH2:39][CH2:38]1)(=[O:3])[CH3:2].[I-].[Na+]. (4) Given the product [N:23]1[C:24]2[C:29](=[CH:28][CH:27]=[CH:26][CH:25]=2)[CH:30]=[CH:31][C:22]=1[CH2:21][O:20][C:17]1[CH:18]=[CH:19][C:14]([C:9]2[C:8]([OH:7])=[CH:13][CH:12]=[CH:11][CH:10]=2)=[CH:15][CH:16]=1, predict the reactants needed to synthesize it. The reactants are: O1CCCCC1[O:7][C:8]1[CH:13]=[CH:12][CH:11]=[CH:10][C:9]=1[C:14]1[CH:19]=[CH:18][C:17]([O:20][CH2:21][C:22]2[CH:31]=[CH:30][C:29]3[C:24](=[CH:25][CH:26]=[CH:27][CH:28]=3)[N:23]=2)=[CH:16][CH:15]=1.C1(C)C=CC(S([O-])(=O)=O)=CC=1.[NH+]1C=CC=CC=1. (5) Given the product [C:71]([O:70][C:68](=[O:69])[C:67]1[CH:75]=[CH:76][C:64]([NH:63][C:35]([C@H:16]2[C@H:15]([C:11]3[CH:12]=[CH:13][CH:14]=[C:9]([Cl:8])[C:10]=3[F:38])[C@:19]([C:22]3[CH:27]=[CH:26][C:25]([Cl:28])=[CH:24][C:23]=3[F:29])([C:20]#[N:21])[C@H:18]([CH2:30][C:31]([CH3:33])([CH3:32])[CH3:34])[NH:17]2)=[O:36])=[CH:65][C:66]=1[F:77])([CH3:74])([CH3:72])[CH3:73], predict the reactants needed to synthesize it. The reactants are: FC(F)(F)C(O)=O.[Cl:8][C:9]1[C:10]([F:38])=[C:11]([C@@H:15]2[C@:19]([C:22]3[CH:27]=[CH:26][C:25]([Cl:28])=[CH:24][C:23]=3[F:29])([C:20]#[N:21])[C@H:18]([CH2:30][C:31]([CH3:34])([CH3:33])[CH3:32])[NH:17][C@H:16]2[C:35](O)=[O:36])[CH:12]=[CH:13][CH:14]=1.CCN(C(C)C)C(C)C.C1(P(Cl)(C2C=CC=CC=2)=O)C=CC=CC=1.[NH2:63][C:64]1[CH:76]=[CH:75][C:67]([C:68]([O:70][C:71]([CH3:74])([CH3:73])[CH3:72])=[O:69])=[C:66]([F:77])[CH:65]=1. (6) Given the product [N:1]1([C:7]2[CH:12]=[CH:11][CH:10]=[CH:9][C:8]=2[NH:13][C:14]([C:16]2[O:17][C:18]([C:22]3[CH:27]=[CH:26][CH:25]=[CH:24][CH:23]=3)=[CH:19][CH:20]=2)=[O:15])[CH2:6][CH2:5][CH2:4][CH2:3][CH2:2]1, predict the reactants needed to synthesize it. The reactants are: [N:1]1([C:7]2[CH:12]=[CH:11][CH:10]=[CH:9][C:8]=2[NH:13][C:14]([C:16]2[O:17][C:18](Br)=[CH:19][CH:20]=2)=[O:15])[CH2:6][CH2:5][CH2:4][CH2:3][CH2:2]1.[C:22]1(B(O)O)[CH:27]=[CH:26][CH:25]=[CH:24][CH:23]=1.C([O-])([O-])=O.[Na+].[Na+].